The task is: Regression. Given two drug SMILES strings and cell line genomic features, predict the synergy score measuring deviation from expected non-interaction effect.. This data is from NCI-60 drug combinations with 297,098 pairs across 59 cell lines. Synergy scores: CSS=63.3, Synergy_ZIP=2.36, Synergy_Bliss=1.65, Synergy_Loewe=-2.22, Synergy_HSA=7.40. Drug 1: CC1=C2C(C(=O)C3(C(CC4C(C3C(C(C2(C)C)(CC1OC(=O)C(C(C5=CC=CC=C5)NC(=O)OC(C)(C)C)O)O)OC(=O)C6=CC=CC=C6)(CO4)OC(=O)C)OC)C)OC. Drug 2: C1=CC(=CC=C1CCCC(=O)O)N(CCCl)CCCl. Cell line: A549.